The task is: Predict which catalyst facilitates the given reaction.. This data is from Catalyst prediction with 721,799 reactions and 888 catalyst types from USPTO. (1) The catalyst class is: 203. Product: [Cl:9][C:10]1[C:15]([F:16])=[CH:14][CH:13]=[C:12]([O:17][CH3:18])[C:11]=1[C@H:19]([C:21]1[C:29]2[C:24](=[N:25][CH:26]=[C:27]([C:2]3[C:3]([Cl:8])=[N:4][N:5]([CH3:7])[CH:6]=3)[CH:28]=2)[NH:23][CH:22]=1)[CH3:20]. Reactant: Br[C:2]1[C:3]([Cl:8])=[N:4][N:5]([CH3:7])[CH:6]=1.[Cl:9][C:10]1[C:15]([F:16])=[CH:14][CH:13]=[C:12]([O:17][CH3:18])[C:11]=1[C@H:19]([C:21]1[C:29]2[C:24](=[N:25][CH:26]=[C:27](B3OC(C)(C)C(C)(C)O3)[CH:28]=2)[NH:23][CH:22]=1)[CH3:20].C(=O)([O-])[O-].[K+].[K+]. (2) Reactant: [CH3:1][O:2][C:3]([C:5]1[S:6][C:7]([Br:17])=[CH:8][C:9]=1[NH:10]C(=O)C(F)(F)F)=[O:4].C([O-])([O-])=O.[K+].[K+]. Product: [CH3:1][O:2][C:3]([C:5]1[S:6][C:7]([Br:17])=[CH:8][C:9]=1[NH2:10])=[O:4]. The catalyst class is: 24. (3) The catalyst class is: 3. Product: [Cl-:1].[O:17]1[CH:18]=[CH:19][C:15]([C:8]2[CH:9]=[C:10]([C:11]([F:14])([F:13])[F:12])[C:5]3[N:6]([CH:20]=[C:3]([CH2:2][N:28]4[CH2:32][CH:31]=[C:30]([C:33]5[S:34][CH:35]=[CH:36][N:37]=5)[CH2:29]4)[N:4]=3)[CH:7]=2)=[CH:16]1. Reactant: [Cl:1][CH2:2][C:3]1[N:4]=[C:5]2[C:10]([C:11]([F:14])([F:13])[F:12])=[CH:9][C:8]([C:15]3[CH:19]=[CH:18][O:17][CH:16]=3)=[CH:7][N:6]2[CH:20]=1.FC(F)(F)C(O)=O.[NH:28]1[CH2:32][CH2:31][CH:30]([C:33]2[S:34][CH:35]=[CH:36][N:37]=2)[CH2:29]1.C(=O)([O-])[O-].[K+].[K+]. (4) Reactant: Cl.[I:2][C:3]1[CH:8]=[CH:7][C:6]([CH:9]([NH2:14])[CH2:10][CH:11]([CH3:13])[CH3:12])=[CH:5][CH:4]=1.F[C:16]1[CH:25]=[CH:24][C:19]([C:20]([O:22][CH3:23])=[O:21])=[CH:18][N:17]=1.C(=O)([O-])[O-].[K+].[K+]. Product: [I:2][C:3]1[CH:4]=[CH:5][C:6]([CH:9]([NH:14][C:16]2[CH:25]=[CH:24][C:19]([C:20]([O:22][CH3:23])=[O:21])=[CH:18][N:17]=2)[CH2:10][CH:11]([CH3:12])[CH3:13])=[CH:7][CH:8]=1. The catalyst class is: 255. (5) Reactant: [NH2:1][CH:2]1[C:8](=[O:9])[N:7]2[CH:10]([C:14]([O:16][C:17]([CH3:20])([CH3:19])[CH3:18])=[O:15])[CH2:11][CH2:12][CH2:13][N:6]2[C:5](=[O:21])[CH2:4][CH2:3]1.C(N(C(C)C)CC)(C)C.[CH3:31][S:32](Cl)(=[O:34])=[O:33]. Product: [O:21]=[C:5]1[CH2:4][CH2:3][C@H:2]([NH:1][S:32]([CH3:31])(=[O:34])=[O:33])[C:8](=[O:9])[N:7]2[C@H:10]([C:14]([O:16][C:17]([CH3:18])([CH3:20])[CH3:19])=[O:15])[CH2:11][CH2:12][CH2:13][N:6]12. The catalyst class is: 91.